Dataset: Catalyst prediction with 721,799 reactions and 888 catalyst types from USPTO. Task: Predict which catalyst facilitates the given reaction. (1) Reactant: [CH3:1][C:2]1([C:12]([O:14]CC2C=CC=CC=2)=[O:13])[CH2:7][CH2:6][CH:5]([O:8][CH:9]([CH3:11])[CH3:10])[CH2:4][CH2:3]1.O1CCCC1.[OH-].[Li+]. Product: [CH3:1][C:2]1([C:12]([OH:14])=[O:13])[CH2:7][CH2:6][CH:5]([O:8][CH:9]([CH3:11])[CH3:10])[CH2:4][CH2:3]1. The catalyst class is: 6. (2) Reactant: [F:1][C:2]1[CH:9]=[C:8]([O:10]C)[CH:7]=[C:6]([O:12]C)[C:3]=1[CH:4]=[O:5].B(Br)(Br)Br. Product: [F:1][C:2]1[CH:9]=[C:8]([OH:10])[CH:7]=[C:6]([OH:12])[C:3]=1[CH:4]=[O:5]. The catalyst class is: 2. (3) Reactant: FC(F)(F)S(O[C:7]1[CH:12]=[CH:11][C:10]([C:13]2[NH:21][C:16]3=[N:17][CH:18]=[CH:19][N:20]=[C:15]3[CH:14]=2)=[CH:9][CH:8]=1)(=O)=O.[O:24]1[CH2:29][CH2:28]O[CH2:26][CH2:25]1.O1C=CC=C1B(O)O.C(=O)([O-])[O-].[Na+].[Na+]. Product: [O:24]1[CH:29]=[CH:28][CH:26]=[C:25]1[C:7]1[CH:12]=[CH:11][C:10]([C:13]2[NH:21][C:16]3=[N:17][CH:18]=[CH:19][N:20]=[C:15]3[CH:14]=2)=[CH:9][CH:8]=1. The catalyst class is: 125. (4) Reactant: [F:1][C:2]([CH3:29])([CH3:28])[CH2:3][N:4]1[CH2:9][CH2:8][CH:7]([CH2:10][O:11][C:12]2[N:17]=[N:16][C:15]([C:18]3[CH:27]=[CH:26][C:21]([C:22]([O:24]C)=[O:23])=[CH:20][CH:19]=3)=[CH:14][CH:13]=2)[CH2:6][CH2:5]1.O[Li].O. Product: [F:1][C:2]([CH3:29])([CH3:28])[CH2:3][N:4]1[CH2:9][CH2:8][CH:7]([CH2:10][O:11][C:12]2[N:17]=[N:16][C:15]([C:18]3[CH:19]=[CH:20][C:21]([C:22]([OH:24])=[O:23])=[CH:26][CH:27]=3)=[CH:14][CH:13]=2)[CH2:6][CH2:5]1. The catalyst class is: 6. (5) Reactant: [CH3:1][C@H:2]1[NH:7][C@@H:6]([CH3:8])[CH2:5][N:4]([C:9]2[CH:10]=[CH:11][C:12]([O:16][CH3:17])=[C:13]([CH:15]=2)[NH2:14])[CH2:3]1.Cl.[Cl:19][C:20]1[N:25]=[CH:24][C:23]([S:26](Cl)(=[O:28])=[O:27])=[CH:22][CH:21]=1. Product: [Cl:19][C:20]1[N:25]=[CH:24][C:23]([S:26]([NH:14][C:13]2[CH:15]=[C:9]([N:4]3[CH2:3][C@H:2]([CH3:1])[NH:7][C@H:6]([CH3:8])[CH2:5]3)[CH:10]=[CH:11][C:12]=2[O:16][CH3:17])(=[O:28])=[O:27])=[CH:22][CH:21]=1. The catalyst class is: 272. (6) Reactant: [C:1]1([CH2:7][O:8][C:9]2[CH:10]=[C:11]3[C:15](=[CH:16][CH:17]=2)[N:14]([S:18]([C:21]2[CH:26]=[CH:25][CH:24]=[CH:23][CH:22]=2)(=[O:20])=[O:19])[C:13]([CH2:27][CH2:28][CH3:29])=[CH:12]3)[CH:6]=[CH:5][CH:4]=[CH:3][CH:2]=1.[Br:30]Br.O. Product: [Br:30][C:10]1[C:9]([O:8][CH2:7][C:1]2[CH:2]=[CH:3][CH:4]=[CH:5][CH:6]=2)=[CH:17][CH:16]=[C:15]2[C:11]=1[CH:12]=[C:13]([CH2:27][CH2:28][CH3:29])[N:14]2[S:18]([C:21]1[CH:26]=[CH:25][CH:24]=[CH:23][CH:22]=1)(=[O:20])=[O:19]. The catalyst class is: 15. (7) Reactant: [CH2:1]([O:8][C:9]1[CH:18]=[C:17]2[C:12]([C:13]([O:19][C:20]3[C:26]([CH3:27])=[CH:25][C:23]([NH2:24])=[C:22]([CH3:28])[CH:21]=3)=[CH:14][CH:15]=[N:16]2)=[CH:11][C:10]=1[O:29][CH3:30])[C:2]1[CH:7]=[CH:6][CH:5]=[CH:4][CH:3]=1.[F:31][C:32]1[CH:37]=[C:36]([F:38])[CH:35]=[CH:34][C:33]=1[N:39]=[C:40]=[O:41]. Product: [CH2:1]([O:8][C:9]1[CH:18]=[C:17]2[C:12]([C:13]([O:19][C:20]3[C:26]([CH3:27])=[CH:25][C:23]([NH:24][C:40]([NH:39][C:33]4[CH:34]=[CH:35][C:36]([F:38])=[CH:37][C:32]=4[F:31])=[O:41])=[C:22]([CH3:28])[CH:21]=3)=[CH:14][CH:15]=[N:16]2)=[CH:11][C:10]=1[O:29][CH3:30])[C:2]1[CH:3]=[CH:4][CH:5]=[CH:6][CH:7]=1. The catalyst class is: 22. (8) Reactant: O.OC1C2N=NNC=2C=CC=1.C(N(C(C)C)C(C)C)C.Cl.CN(C)CCCN=C=NCC.[F:33][C:34]1[CH:35]=[C:36]([C:41]2[C:45]([CH2:46][O:47][C:48]3[CH:56]=[CH:55][C:51]([C:52](O)=[O:53])=[CH:50][N:49]=3)=[C:44]([CH2:57][OH:58])[O:43][N:42]=2)[CH:37]=[CH:38][C:39]=1[F:40].[NH2:59][N:60]1[CH2:65][CH2:64][O:63][CH2:62][CH2:61]1. Product: [F:33][C:34]1[CH:35]=[C:36]([C:41]2[C:45]([CH2:46][O:47][C:48]3[CH:56]=[CH:55][C:51]([C:52]([NH:59][N:60]4[CH2:65][CH2:64][O:63][CH2:62][CH2:61]4)=[O:53])=[CH:50][N:49]=3)=[C:44]([CH2:57][OH:58])[O:43][N:42]=2)[CH:37]=[CH:38][C:39]=1[F:40]. The catalyst class is: 1.